Dataset: Catalyst prediction with 721,799 reactions and 888 catalyst types from USPTO. Task: Predict which catalyst facilitates the given reaction. (1) Reactant: [CH3:1][S:2]([N:5]([C:10]1[CH:11]=[CH:12][C:13]2[N:14]([CH:16]=[C:17]([C:19]([O:21]CC)=[O:20])[N:18]=2)[CH:15]=1)S(C)(=O)=O)(=[O:4])=[O:3].[OH-].[Na+]. Product: [CH3:1][S:2]([NH:5][C:10]1[CH:11]=[CH:12][C:13]2[N:14]([CH:16]=[C:17]([C:19]([OH:21])=[O:20])[N:18]=2)[CH:15]=1)(=[O:3])=[O:4]. The catalyst class is: 8. (2) Reactant: [NH2:1][C:2]1[C:3]([NH:13][CH2:14][CH2:15][CH2:16][OH:17])=[C:4]([CH:9]=[CH:10][C:11]=1[Cl:12])[C:5]([O:7][CH3:8])=[O:6].[Cl:18][C:19]1[CH:24]=[CH:23][C:22]([N:25]=[C:26]=[S:27])=[C:21]([C:28]([F:31])([F:30])[F:29])[CH:20]=1. Product: [Cl:12][C:11]1[CH:10]=[CH:9][C:4]([C:5]([O:7][CH3:8])=[O:6])=[C:3]([NH:13][CH2:14][CH2:15][CH2:16][OH:17])[C:2]=1[NH:1][C:26](=[S:27])[NH:25][C:22]1[CH:23]=[CH:24][C:19]([Cl:18])=[CH:20][C:21]=1[C:28]([F:29])([F:30])[F:31]. The catalyst class is: 7. (3) Reactant: [Cl:1][C:2]1[N:7]=[C:6]([NH:8][CH3:9])[C:5]([N+:10]([O-])=O)=[CH:4][CH:3]=1.[NH4+].[Cl-].CC(=O)OCC. The catalyst class is: 406. Product: [Cl:1][C:2]1[N:7]=[C:6]([NH:8][CH3:9])[C:5]([NH2:10])=[CH:4][CH:3]=1.